Dataset: Full USPTO retrosynthesis dataset with 1.9M reactions from patents (1976-2016). Task: Predict the reactants needed to synthesize the given product. Given the product [Cl:23][C:24]1[CH:29]=[CH:28][CH:27]=[CH:26][C:25]=1[N:30]1[C:35](=[O:36])[CH:34]=[CH:33][C:32]2[C:37]([C:43]3[CH:48]=[CH:47][CH:46]=[CH:45][CH:44]=3)=[C:38]([C:40](=[S:10])[NH2:42])[S:39][C:31]1=2, predict the reactants needed to synthesize it. The reactants are: COC1C=CC(P2(SP(C3C=CC(OC)=CC=3)(=S)S2)=[S:10])=CC=1.[Cl:23][C:24]1[CH:29]=[CH:28][CH:27]=[CH:26][C:25]=1[N:30]1[C:35](=[O:36])[CH:34]=[CH:33][C:32]2[C:37]([C:43]3[CH:48]=[CH:47][CH:46]=[CH:45][CH:44]=3)=[C:38]([C:40]([NH2:42])=O)[S:39][C:31]1=2.C1(C)C=CC=CC=1.